Predict the reactants needed to synthesize the given product. From a dataset of Full USPTO retrosynthesis dataset with 1.9M reactions from patents (1976-2016). (1) The reactants are: Br[CH:2]=[CH:3][CH3:4].II.[CH3:7][O:8][C:9](=[O:28])[CH2:10][CH:11]1[C:15]2=[CH:16][C:17]3[C:18](Br)=[CH:19][C:20]([S:23]([CH3:26])(=[O:25])=[O:24])=[CH:21][C:22]=3[N:14]2[CH2:13][CH2:12]1. Given the product [CH3:7][O:8][C:9](=[O:28])[CH2:10][CH:11]1[C:15]2=[CH:16][C:17]3[C:18]([C:3]([CH3:4])=[CH2:2])=[CH:19][C:20]([S:23]([CH3:26])(=[O:25])=[O:24])=[CH:21][C:22]=3[N:14]2[CH2:13][CH2:12]1, predict the reactants needed to synthesize it. (2) Given the product [CH3:35][O:34][C:26]1[CH:25]=[C:24]([CH:33]=[CH:32][C:27]=1[C:28]([O:30][CH3:31])=[O:29])[O:23][CH2:22][CH2:21][C:20]([OH:8])=[O:19], predict the reactants needed to synthesize it. The reactants are: S(=O)(=O)(O)O.CC(C)=[O:8].OS(O)(=O)=O.O=[Cr](=O)=O.[OH:19][CH2:20][CH2:21][CH2:22][O:23][C:24]1[CH:33]=[CH:32][C:27]([C:28]([O:30][CH3:31])=[O:29])=[C:26]([O:34][CH3:35])[CH:25]=1.S([O-])([O-])=O.[Na+].[Na+]. (3) Given the product [C:7]1([C:1]2[CH:6]=[CH:5][CH:4]=[CH:3][CH:2]=2)[CH:14]=[CH:13][CH:12]=[CH:11][C:8]=1[CH2:9][N:22]1[C:30]2[C:25](=[CH:26][CH:27]=[C:28]([CH2:31][C:32]([OH:34])=[O:33])[CH:29]=2)[CH:24]=[CH:23]1.[CH2:15]([N:22]1[C:30]2[C:25](=[CH:26][CH:27]=[C:28]([CH2:31][C:32]([OH:34])=[O:33])[CH:29]=2)[CH:24]=[CH:23]1)[C:16]1[CH:17]=[CH:18][CH:19]=[CH:20][CH:21]=1, predict the reactants needed to synthesize it. The reactants are: [C:1]1([C:7]2[CH:14]=[CH:13][CH:12]=[CH:11][C:8]=2[CH2:9]Br)[CH:6]=[CH:5][CH:4]=[CH:3][CH:2]=1.[CH2:15]([N:22]1[C:30]2[C:25](=[CH:26][CH:27]=[C:28]([CH2:31][C:32]([OH:34])=[O:33])[CH:29]=2)[CH:24]=[CH:23]1)[C:16]1[CH:21]=[CH:20][CH:19]=[CH:18][CH:17]=1. (4) Given the product [F:7][C:8]1[CH:9]=[CH:10][C:11]([C:14]2[N:18]3[CH2:19][CH2:20][CH2:21]/[C:22](=[CH:23]\[C:24]4[CH:29]=[CH:28][C:27]([N:30]5[CH:34]=[C:33]([CH3:35])[N:32]=[CH:31]5)=[C:26]([O:36][CH3:37])[CH:25]=4)/[C:17]3=[N:16][C:15]=2[CH2:38][OH:39])=[CH:12][CH:13]=1, predict the reactants needed to synthesize it. The reactants are: [H-].[H-].[H-].[H-].[Li+].[Al+3].[F:7][C:8]1[CH:13]=[CH:12][C:11]([C:14]2[N:18]3[CH2:19][CH2:20][CH2:21]/[C:22](=[CH:23]\[C:24]4[CH:29]=[CH:28][C:27]([N:30]5[CH:34]=[C:33]([CH3:35])[N:32]=[CH:31]5)=[C:26]([O:36][CH3:37])[CH:25]=4)/[C:17]3=[N:16][C:15]=2[C:38](OC)=[O:39])=[CH:10][CH:9]=1.C(OCC)(=O)C.O. (5) Given the product [CH2:1]1[CH:9]2[N:4]([CH2:5][CH2:6][CH:7]([C:10]3[C:18]4[C:17](=[N:16][CH:15]=[CH:14][CH:13]=4)[N:12]([S:29]([C:20]4[CH:21]=[CH:22][C:23]5[C:28](=[CH:27][CH:26]=[CH:25][CH:24]=5)[CH:19]=4)(=[O:31])=[O:30])[CH:11]=3)[CH2:8]2)[CH2:3][CH2:2]1, predict the reactants needed to synthesize it. The reactants are: [CH2:1]1[CH:9]2[N:4]([CH2:5][CH2:6][CH:7]([C:10]3[C:18]4[C:13](=[CH:14][CH:15]=[N:16][CH:17]=4)[NH:12][CH:11]=3)[CH2:8]2)[CH2:3][CH2:2]1.[CH:19]1[C:28]2[C:23](=[CH:24][CH:25]=[CH:26][CH:27]=2)[CH:22]=[CH:21][C:20]=1[S:29](Cl)(=[O:31])=[O:30].C[Si]([N-][Si](C)(C)C)(C)C.[Na+]. (6) Given the product [CH2:12]([O:19][C:20]1[CH:21]=[CH:22][C:23]([N:26]2[CH2:27][CH2:28][N:29]([C:32](=[O:35])[CH2:33][NH:34][C:8](=[O:10])[C:6]3[CH:5]=[CH:4][N:3]=[C:2]([Br:1])[CH:7]=3)[CH2:30][CH2:31]2)=[CH:24][CH:25]=1)[C:13]1[CH:14]=[CH:15][CH:16]=[CH:17][CH:18]=1, predict the reactants needed to synthesize it. The reactants are: [Br:1][C:2]1[CH:7]=[C:6]([C:8]([OH:10])=O)[CH:5]=[CH:4][N:3]=1.[Cl-].[CH2:12]([O:19][C:20]1[CH:25]=[CH:24][C:23]([N:26]2[CH2:31][CH2:30][N:29]([C:32](=[O:35])[CH2:33][NH3+:34])[CH2:28][CH2:27]2)=[CH:22][CH:21]=1)[C:13]1[CH:18]=[CH:17][CH:16]=[CH:15][CH:14]=1.C1CN([P+](ON2N=NC3C=CC=CC2=3)(N2CCCC2)N2CCCC2)CC1.F[P-](F)(F)(F)(F)F.C(N(C(C)C)C(C)C)C.